Dataset: Full USPTO retrosynthesis dataset with 1.9M reactions from patents (1976-2016). Task: Predict the reactants needed to synthesize the given product. (1) Given the product [N:4]1[CH:5]=[CH:6][CH:7]=[CH:8][C:3]=1[NH:1][NH:2][CH2:10][C:11]([O:13][CH2:14][C:15]1[CH:20]=[CH:19][CH:18]=[CH:17][CH:16]=1)=[O:12], predict the reactants needed to synthesize it. The reactants are: [NH:1]([C:3]1[CH:8]=[CH:7][CH:6]=[CH:5][N:4]=1)[NH2:2].Cl[CH2:10][C:11]([O:13][CH2:14][C:15]1[CH:20]=[CH:19][CH:18]=[CH:17][CH:16]=1)=[O:12].C(N(CC)CC)C.O. (2) Given the product [CH:12]([C:13]1[CH:14]=[CH:15][C:16]([C:19]#[N:20])=[N:17][CH:18]=1)=[O:11], predict the reactants needed to synthesize it. The reactants are: C(Cl)(=O)C(Cl)=O.CS(C)=O.[OH:11][CH2:12][C:13]1[CH:14]=[CH:15][C:16]([C:19]#[N:20])=[N:17][CH:18]=1.C(N(CC)CC)C. (3) Given the product [OH:7][C:6]([C:5]1[S:10][C:11](=[S:13])[S:12][C:4]=1[C:3]1[CH:2]=[N:22][C:15]2[C:16](=[CH:17][CH:18]=[CH:19][CH:20]=2)[N:21]=1)([CH3:9])[CH3:8], predict the reactants needed to synthesize it. The reactants are: O[CH:2]1[O:7][C:6]([CH3:9])([CH3:8])[C:5]2[S:10][C:11](=[S:13])[S:12][C:4]=2[C:3]1=O.[C:15]1([NH2:22])[CH:20]=[CH:19][CH:18]=[CH:17][C:16]=1[NH2:21].